This data is from Reaction yield outcomes from USPTO patents with 853,638 reactions. The task is: Predict the reaction yield, written as a fraction of the theoretical maximum amount of product (1.0 means a 100% yield; for example, 0.34 means a 34% yield). The reactants are [N:1]1[CH:6]=[CH:5][CH:4]=[C:3]([NH:7][C:8](=[O:15])OCC(Cl)(Cl)Cl)[CH:2]=1.[Cl:16][C:17]1[CH:18]=[C:19]([C:23]2[N:24]=[C:25]([N:28]3[CH2:33][CH2:32][NH:31][CH2:30][CH2:29]3)[S:26][CH:27]=2)[CH:20]=[CH:21][CH:22]=1.C(N(C(C)C)CC)(C)C.O. The catalyst is CS(C)=O. The product is [Cl:16][C:17]1[CH:18]=[C:19]([C:23]2[N:24]=[C:25]([N:28]3[CH2:29][CH2:30][N:31]([C:8]([NH:7][C:3]4[CH:2]=[N:1][CH:6]=[CH:5][CH:4]=4)=[O:15])[CH2:32][CH2:33]3)[S:26][CH:27]=2)[CH:20]=[CH:21][CH:22]=1. The yield is 0.397.